Regression. Given a peptide amino acid sequence and an MHC pseudo amino acid sequence, predict their binding affinity value. This is MHC class II binding data. From a dataset of Peptide-MHC class II binding affinity with 134,281 pairs from IEDB. (1) The peptide sequence is RFMSKGGMRNVFDEV. The MHC is DRB1_1501 with pseudo-sequence DRB1_1501. The binding affinity (normalized) is 0.380. (2) The peptide sequence is AFKVAATAANAAGAN. The MHC is HLA-DPA10103-DPB10301 with pseudo-sequence HLA-DPA10103-DPB10301. The binding affinity (normalized) is 0.566. (3) The peptide sequence is WELQIVDKIDAAFKI. The MHC is DRB1_1201 with pseudo-sequence DRB1_1201. The binding affinity (normalized) is 0.637. (4) The peptide sequence is GKEFIRCLALPFRGY. The MHC is DRB1_1101 with pseudo-sequence DRB1_1101. The binding affinity (normalized) is 0.834. (5) The peptide sequence is MPVDPDNEAYEMPSE. The MHC is DRB3_0101 with pseudo-sequence DRB3_0101. The binding affinity (normalized) is 0.201. (6) The peptide sequence is VGSLQYLALTALITPKK. The MHC is DRB1_0401 with pseudo-sequence DRB1_0401. The binding affinity (normalized) is 0.828. (7) The binding affinity (normalized) is 0.373. The peptide sequence is DSEEPLQGPFNFRFL. The MHC is HLA-DPA10103-DPB10201 with pseudo-sequence HLA-DPA10103-DPB10201. (8) The peptide sequence is TTPFGQQRVFKEKVD. The MHC is DRB1_0301 with pseudo-sequence DRB1_0301. The binding affinity (normalized) is 0.367.